Task: Predict which catalyst facilitates the given reaction.. Dataset: Catalyst prediction with 721,799 reactions and 888 catalyst types from USPTO Reactant: C1(C)C=CC(C([C@@](C(O)=O)(O)[C@@](C(C2C=CC(C)=CC=2)=O)(O)C(O)=O)=O)=CC=1.[NH2:29][C@H:30]1[C:36]2[CH:37]=[CH:38][CH2:39][CH2:40][C:35]=2[CH2:34][CH2:33][N:32]([CH3:41])[C:31]1=[O:42]. Product: [NH2:29][C@H:30]1[C:36]2[CH:37]=[CH:38][CH2:39][CH2:40][C:35]=2[CH2:34][CH2:33][N:32]([CH3:41])[C:31]1=[O:42]. The catalyst class is: 74.